This data is from NCI-60 drug combinations with 297,098 pairs across 59 cell lines. The task is: Regression. Given two drug SMILES strings and cell line genomic features, predict the synergy score measuring deviation from expected non-interaction effect. Drug 1: CN(C)C1=NC(=NC(=N1)N(C)C)N(C)C. Drug 2: CC(C)NC(=O)C1=CC=C(C=C1)CNNC.Cl. Cell line: NCI-H322M. Synergy scores: CSS=-5.05, Synergy_ZIP=2.02, Synergy_Bliss=-2.03, Synergy_Loewe=-3.68, Synergy_HSA=-4.71.